Dataset: Forward reaction prediction with 1.9M reactions from USPTO patents (1976-2016). Task: Predict the product of the given reaction. (1) Given the reactants C1([C:7]([CH:9]2[CH2:14][CH2:13][CH2:12][CH2:11][CH2:10]2)=[O:8])C=CC=CC=1.C=CC=C.C(O)(=[O:22])C=C, predict the reaction product. The product is: [CH:9]1([C:7]([OH:22])=[O:8])[CH2:14][CH2:13][CH:12]=[CH:11][CH2:10]1. (2) Given the reactants [NH:1]1[C:10]2[C:5](=[CH:6][C:7]3[CH2:15][CH2:14][N:13]([C:16]([O:18][C:19]([CH3:22])([CH3:21])[CH3:20])=[O:17])[CH2:12][CH2:11][C:8]=3[CH:9]=2)[CH2:4][CH2:3][CH2:2]1.[C:23](Cl)(=O)[CH:24]([CH3:26])[CH3:25].C(N(CC)CC)C, predict the reaction product. The product is: [CH2:23]([N:1]1[C:10]2[C:5](=[CH:6][C:7]3[CH2:15][CH2:14][N:13]([C:16]([O:18][C:19]([CH3:22])([CH3:21])[CH3:20])=[O:17])[CH2:12][CH2:11][C:8]=3[CH:9]=2)[CH2:4][CH2:3][CH2:2]1)[CH:24]([CH3:26])[CH3:25]. (3) Given the reactants [Cl:1]CCl.[CH:4]1[C:9]([C:10]#[N:11])=[CH:8][C:7]2[C:12]([CH2:15][CH2:16][CH2:17][CH2:18][N:19]3[CH2:24][CH2:23][N:22]([C:25]4[CH:26]=[CH:27][C:28]5[O:33][C:32]([C:34]([NH2:36])=[O:35])=[CH:31][C:29]=5[CH:30]=4)[CH2:21][CH2:20]3)=[CH:13][NH:14][C:6]=2[CH:5]=1.Cl, predict the reaction product. The product is: [CH:4]1[C:9]([C:10]#[N:11])=[CH:8][C:7]2[C:12]([CH2:15][CH2:16][CH2:17][CH2:18][N:19]3[CH2:20][CH2:21][N:22]([C:25]4[CH:26]=[CH:27][C:28]5[O:33][C:32]([C:34]([NH2:36])=[O:35])=[CH:31][C:29]=5[CH:30]=4)[CH2:23][CH2:24]3)=[CH:13][NH:14][C:6]=2[CH:5]=1.[ClH:1].